Predict the reactants needed to synthesize the given product. From a dataset of Full USPTO retrosynthesis dataset with 1.9M reactions from patents (1976-2016). (1) Given the product [C:6]1([CH3:23])[CH:11]=[CH:10][CH:9]=[CH:8][C:7]=1[C:12]1[C:13]2[CH:22]=[CH:21][CH:20]=[CH:19][C:14]=2[S:15][C:16]=1[CH2:17][O:18][S:2]([CH3:1])(=[O:4])=[O:3], predict the reactants needed to synthesize it. The reactants are: [CH3:1][S:2](Cl)(=[O:4])=[O:3].[C:6]1([CH3:23])[CH:11]=[CH:10][CH:9]=[CH:8][C:7]=1[C:12]1[C:13]2[CH:22]=[CH:21][CH:20]=[CH:19][C:14]=2[S:15][C:16]=1[CH2:17][OH:18].CCN(C(C)C)C(C)C. (2) Given the product [Br:1][C:2]1[CH:3]=[CH:4][C:5]([NH:8][C:9](=[O:12])[CH2:10][N:18]2[CH2:17][CH2:16][N:15]3[C:19](=[O:22])[CH2:20][CH2:21][CH:14]3[CH2:13]2)=[N:6][CH:7]=1, predict the reactants needed to synthesize it. The reactants are: [Br:1][C:2]1[CH:3]=[CH:4][C:5]([NH:8][C:9](=[O:12])[CH2:10]Cl)=[N:6][CH:7]=1.[CH2:13]1[NH:18][CH2:17][CH2:16][N:15]2[C:19](=[O:22])[CH2:20][CH2:21][CH:14]12.C(=O)([O-])[O-].[K+].[K+]. (3) Given the product [Cl:1][C:2]1[CH:26]=[CH:25][C:5]([CH2:6][N:7]2[C:15]3[C:10](=[CH:11][C:12](/[CH:16]=[C:17]4/[C:18](=[O:23])[N:19]([CH2:33][CH2:34][N:35]5[CH2:39][CH2:38][CH2:37][CH2:36]5)[C:20](=[O:22])[S:21]/4)=[CH:13][CH:14]=3)[C:9]([CH3:24])=[N:8]2)=[C:4]([C:27]([F:28])([F:30])[F:29])[CH:3]=1, predict the reactants needed to synthesize it. The reactants are: [Cl:1][C:2]1[CH:26]=[CH:25][C:5]([CH2:6][N:7]2[C:15]3[C:10](=[CH:11][C:12](/[CH:16]=[C:17]4/[C:18](=[O:23])[NH:19][C:20](=[O:22])[S:21]/4)=[CH:13][CH:14]=3)[C:9]([CH3:24])=[N:8]2)=[C:4]([C:27]([F:30])([F:29])[F:28])[CH:3]=1.Cl.Cl[CH2:33][CH2:34][N:35]1[CH2:39][CH2:38][CH2:37][CH2:36]1. (4) Given the product [NH2:8][C:9]1([C@@H:12]2[CH2:16][CH2:15][N:14]([C:25]3[CH:26]=[CH:27][C:28]4[C:38](=[O:39])[C:37]([C:40]([OH:42])=[O:41])=[CH:36][N:30]5[C@@H:31]([CH3:35])[CH2:32][O:33][C:34]=3[C:29]=45)[CH2:13]2)[CH2:10][CH2:11]1, predict the reactants needed to synthesize it. The reactants are: C(OC([NH:8][C:9]1([C@@H:12]2[CH2:16][CH2:15][NH:14][CH2:13]2)[CH2:11][CH2:10]1)=O)(C)(C)C.C(N(CC)CC)C.F[C:25]1[CH:26]=[CH:27][C:28]2[C:38](=[O:39])[C:37]([C:40]([OH:42])=[O:41])=[CH:36][N:30]3[C@@H:31]([CH3:35])[CH2:32][O:33][C:34]=1[C:29]=23. (5) Given the product [O:1]1[C:5]2([CH2:10][CH2:9][CH:8]([CH2:11][CH2:12][OH:13])[CH2:7][CH2:6]2)[O:4][CH2:3][CH2:2]1, predict the reactants needed to synthesize it. The reactants are: [O:1]1[C:5]2([CH2:10][CH2:9][CH:8]([CH2:11][C:12](OCC)=[O:13])[CH2:7][CH2:6]2)[O:4][CH2:3][CH2:2]1.[H-].[H-].[H-].[H-].[Li+].[Al+3]. (6) The reactants are: [CH3:1][O:2][C:3]([CH:5]([CH:12]1[NH:17][CH2:16][CH2:15][CH2:14][CH2:13]1)[C:6]1[CH:7]=[CH:8][CH:9]=[CH:10][CH:11]=1)=[O:4].Cl.C(=O)(O)[O-].[Na+]. Given the product [CH3:1][O:2][C:3]([CH:5]([CH:12]1[NH:17][CH2:16][CH2:15][CH2:14][CH2:13]1)[C:6]1[CH:11]=[CH:10][CH:9]=[CH:8][CH:7]=1)=[O:4], predict the reactants needed to synthesize it.